Task: Predict the reactants needed to synthesize the given product.. Dataset: Full USPTO retrosynthesis dataset with 1.9M reactions from patents (1976-2016) Given the product [I:8][C:5]1[CH:6]=[CH:7][C:2]([CH:12]2[CH2:13][C:14]([CH3:16])([CH3:15])[N:10]([CH3:9])[C:11]2=[O:17])=[N:3][CH:4]=1, predict the reactants needed to synthesize it. The reactants are: F[C:2]1[CH:7]=[CH:6][C:5]([I:8])=[CH:4][N:3]=1.[CH3:9][N:10]1[C:14]([CH3:16])([CH3:15])[CH2:13][CH2:12][C:11]1=[O:17].